From a dataset of Catalyst prediction with 721,799 reactions and 888 catalyst types from USPTO. Predict which catalyst facilitates the given reaction. (1) Product: [Cl:5][C:6]1[C:31]([N+:1]([O-:4])=[O:2])=[CH:30][C:9]2[O:10][C:11]3[CH:29]=[CH:28][CH:27]=[CH:26][C:12]=3[C@@H:13]3[C@H:18]([NH:19][C:20](=[O:25])[C:21]([F:24])([F:23])[F:22])[CH2:17][CH2:16][CH2:15][N:14]3[C:8]=2[CH:7]=1. The catalyst class is: 2. Reactant: [N+:1]([O-:4])(O)=[O:2].[Cl:5][C:6]1[CH:31]=[CH:30][C:9]2[O:10][C:11]3[CH:29]=[CH:28][CH:27]=[CH:26][C:12]=3[C@@H:13]3[C@H:18]([NH:19][C:20](=[O:25])[C:21]([F:24])([F:23])[F:22])[CH2:17][CH2:16][CH2:15][N:14]3[C:8]=2[CH:7]=1. (2) Reactant: [CH3:1][C:2]1[NH:24][C:5]2=[C:6]([C:21]([NH2:23])=[O:22])[N:7]=[C:8]([CH3:20])[C:9]([C:10]3[CH:19]=[CH:18][CH:17]=[C:16]4[C:11]=3[CH2:12][CH2:13][NH:14][CH2:15]4)=[C:4]2[C:3]=1[CH3:25].CCN(C(C)C)C(C)C.[C:35](Cl)(=[O:38])[CH:36]=[CH2:37]. Product: [C:35]([N:14]1[CH2:13][CH2:12][C:11]2[C:16](=[CH:17][CH:18]=[CH:19][C:10]=2[C:9]2[C:8]([CH3:20])=[N:7][C:6]([C:21]([NH2:23])=[O:22])=[C:5]3[NH:24][C:2]([CH3:1])=[C:3]([CH3:25])[C:4]=23)[CH2:15]1)(=[O:38])[CH:36]=[CH2:37]. The catalyst class is: 54. (3) Reactant: [O:1]([C:8]1[CH:13]=[CH:12][C:11]([CH2:14][C:15]([OH:17])=O)=[CH:10][CH:9]=1)[C:2]1[CH:7]=[CH:6][CH:5]=[CH:4][CH:3]=1.[CH2:18](Cl)CCl.C1C=CC2N(O)N=NC=2C=1.CCN(CC)CC.[CH3:39][N:40]([CH3:56])[C:41](=[O:55])[CH2:42][N:43]([CH3:54])[C:44]1[C:52]2[C:47](=[CH:48][CH:49]=[C:50]([NH2:53])[CH:51]=2)[NH:46][N:45]=1. Product: [CH3:39][N:40]([CH3:56])[C:41](=[O:55])[CH2:42][N:43]([CH3:54])[C:44]1[C:52]2[C:47](=[CH:48][CH:49]=[C:50]([NH:53][C:15](=[O:17])[CH2:14][C:11]3[CH:10]=[CH:9][C:8]([O:1][CH2:2][C:7]4[CH:6]=[CH:5][CH:4]=[CH:3][CH:18]=4)=[CH:13][CH:12]=3)[CH:51]=2)[NH:46][N:45]=1. The catalyst class is: 39. (4) Reactant: [CH2:1]([C:7]1CCC(=O)[CH:8]=1)[CH2:2][CH2:3]CC=C.[CH2:13]1[CH2:17][O:16][CH2:15][CH2:14]1.C(C(Br)CCC[O:29][CH2:30][CH2:31][CH2:32][CH:33](Br)[CH2:34][C:35]1[CH:40]=CC=CC=1)C1C=CC=CC=1.C(OC1CCC(=O)C=1)C. Product: [CH2:17]([O:16][CH:15]([CH3:14])[CH2:40][CH2:35][C:34]1[C:30](=[O:29])[CH2:31][CH2:32][CH:33]=1)[C:13]1[CH:8]=[CH:7][CH:1]=[CH:2][CH:3]=1. The catalyst class is: 13. (5) The catalyst class is: 132. Product: [CH3:1][CH:2]([CH3:36])[CH2:3][CH:4]([NH:20][C:21]1[CH:35]=[CH:34][C:24]([C:25]([NH:27][CH2:28][CH2:29][C:30]([OH:32])=[O:31])=[O:26])=[CH:23][N:22]=1)[C:5]1[CH:6]=[CH:7][C:8]([N:11]2[CH:15]=[C:14]([C:16]([F:17])([F:18])[F:19])[CH:13]=[N:12]2)=[CH:9][CH:10]=1. Reactant: [CH3:1][CH:2]([CH3:36])[CH2:3][CH:4]([NH:20][C:21]1[CH:35]=[CH:34][C:24]([C:25]([NH:27][CH2:28][CH2:29][C:30]([O:32]C)=[O:31])=[O:26])=[CH:23][N:22]=1)[C:5]1[CH:10]=[CH:9][C:8]([N:11]2[CH:15]=[C:14]([C:16]([F:19])([F:18])[F:17])[CH:13]=[N:12]2)=[CH:7][CH:6]=1.[OH-].[Li+].Cl.